This data is from Human intestinal absorption (HIA) binary classification data from Hou et al.. The task is: Regression/Classification. Given a drug SMILES string, predict its absorption, distribution, metabolism, or excretion properties. Task type varies by dataset: regression for continuous measurements (e.g., permeability, clearance, half-life) or binary classification for categorical outcomes (e.g., BBB penetration, CYP inhibition). Dataset: hia_hou. (1) The molecule is CN1C(=O)[C@@](C)(C2=CCCCC2)C(=O)N=C1O. The result is 1 (good absorption). (2) The compound is Cc1ccc(O)c([C@@H](CCN(C(C)C)C(C)C)c2ccccc2)c1. The result is 1 (good absorption). (3) The compound is O=C1CN=C(c2ccccc2)c2cc(Cl)ccc2N1. The result is 1 (good absorption). (4) The molecule is CC(=O)Nc1nnc(S(N)(=O)=O)s1. The result is 1 (good absorption). (5) The compound is Cc1nc(NCc2cccnc2)c(C#N)c(=O)[nH]1. The result is 1 (good absorption). (6) The molecule is CCN1CCC[C@@H]1CNC(=O)c1c(OC)ccc(Br)c1OC. The result is 1 (good absorption). (7) The compound is NCC(=O)O. The result is 1 (good absorption). (8) The compound is O=C(O)c1ccccc1C(=O)Nc1ccc(S(=O)(=O)Nc2nccs2)cc1. The result is 0 (poor absorption). (9) The compound is CC(=O)N1CCN(c2ccc(OC[C@@H]3CO[C@@](Cn4ccnc4)(c4ccc(Cl)cc4Cl)O3)cc2)CC1. The result is 1 (good absorption).